This data is from Full USPTO retrosynthesis dataset with 1.9M reactions from patents (1976-2016). The task is: Predict the reactants needed to synthesize the given product. (1) Given the product [C:14]([S:18]([C:21]1[CH:22]=[C:23]2[C:28](=[CH:29][C:30]=1[O:7][CH2:6][CH:2]1[CH2:3][CH2:4][CH2:5][O:1]1)[N:27]=[CH:26][N:25]=[C:24]2[NH:32][C:33]1[C:37]([CH3:38])=[C:36]([CH3:39])[NH:35][N:34]=1)(=[O:20])=[O:19])([CH3:17])([CH3:16])[CH3:15], predict the reactants needed to synthesize it. The reactants are: [O:1]1[CH2:5][CH2:4][CH2:3][CH:2]1[CH2:6][OH:7].CC([O-])(C)C.[K+].[C:14]([S:18]([C:21]1[CH:22]=[C:23]2[C:28](=[CH:29][C:30]=1Cl)[N:27]=[CH:26][N:25]=[C:24]2[NH:32][C:33]1[C:37]([CH3:38])=[C:36]([CH3:39])[NH:35][N:34]=1)(=[O:20])=[O:19])([CH3:17])([CH3:16])[CH3:15]. (2) Given the product [Si:1]([O:8][C@H:9]([C@@H:26]([O:38][Si:39]([C:42]([CH3:44])([CH3:43])[CH3:45])([CH3:40])[CH3:41])[CH2:27][C@@H:28]([O:30][Si:31]([C:34]([CH3:37])([CH3:36])[CH3:35])([CH3:32])[CH3:33])[CH3:29])/[CH:10]=[C:11](\[CH3:25])/[CH:12]=[CH:13]/[CH:14]=[C:15](\[CH3:24])/[CH:16]=[C:17](\[CH3:23])/[CH:18]=[CH:19]/[C:20]([O:22][CH:46]([CH3:48])[CH3:47])=[O:21])([C:4]([CH3:7])([CH3:5])[CH3:6])([CH3:3])[CH3:2], predict the reactants needed to synthesize it. The reactants are: [Si:1]([O:8][C@H:9]([C@@H:26]([O:38][Si:39]([C:42]([CH3:45])([CH3:44])[CH3:43])([CH3:41])[CH3:40])[CH2:27][C@@H:28]([O:30][Si:31]([C:34]([CH3:37])([CH3:36])[CH3:35])([CH3:33])[CH3:32])[CH3:29])/[CH:10]=[C:11](\[CH3:25])/[CH:12]=[CH:13]/[CH:14]=[C:15](\[CH3:24])/[CH:16]=[C:17](\[CH3:23])/[CH:18]=[CH:19]/[C:20]([OH:22])=[O:21])([C:4]([CH3:7])([CH3:6])[CH3:5])([CH3:3])[CH3:2].[CH:46](N(C(C)C)CC)([CH3:48])[CH3:47].ClC1C=C(Cl)C=C(Cl)C=1C(Cl)=O.[Na]. (3) Given the product [CH3:1][O:2][C:3]1[CH:4]=[C:5]([CH3:24])[C:6]([S:10]([N:13]([CH2:15][C:16]2[O:20][CH:19]=[C:18]([C:21]([N:70]([CH2:69][C:68]3[CH:67]=[CH:66][C:65]([CH2:64][N:61]4[CH2:62][CH2:63][CH:58]([O:57][CH3:56])[CH2:59][CH2:60]4)=[CH:73][CH:72]=3)[CH3:71])=[O:23])[CH:17]=2)[CH3:14])(=[O:12])=[O:11])=[C:7]([CH3:9])[CH:8]=1, predict the reactants needed to synthesize it. The reactants are: [CH3:1][O:2][C:3]1[CH:8]=[C:7]([CH3:9])[C:6]([S:10]([N:13]([CH2:15][C:16]2[O:20][CH:19]=[C:18]([C:21]([OH:23])=O)[CH:17]=2)[CH3:14])(=[O:12])=[O:11])=[C:5]([CH3:24])[CH:4]=1.CCN=C=NCCCN(C)C.C1C=CC2N(O)N=NC=2C=1.CCN(C(C)C)C(C)C.Cl.[CH3:56][O:57][CH:58]1[CH2:63][CH2:62][N:61]([CH2:64][C:65]2[CH:73]=[CH:72][C:68]([CH2:69][NH:70][CH3:71])=[CH:67][CH:66]=2)[CH2:60][CH2:59]1. (4) Given the product [CH3:5][C:4]([CH3:22])([O:6][C@H:7]1[C@@:15]2([CH3:16])[C@@H:10]([CH2:11][C:12](=[O:21])[C:13]([CH2:23][CH2:24][C:25](=[O:31])[CH2:26][CH2:27][CH2:28][CH:29]=[CH2:30])([C:17]([O:19][CH3:20])=[O:18])[CH2:14]2)[CH2:9][CH2:8]1)[CH3:3], predict the reactants needed to synthesize it. The reactants are: N#N.[CH3:3][C:4]([CH3:22])([O:6][C@H:7]1[C@@:15]2([CH3:16])[C@@H:10]([CH2:11][C:12]([OH:21])=[C:13]([C:17]([O:19][CH3:20])=[O:18])[CH2:14]2)[CH2:9][CH2:8]1)[CH3:5].[CH2:23]=[CH:24][C:25](=[O:31])[CH2:26][CH2:27][CH2:28][CH:29]=[CH2:30]. (5) Given the product [F:1][C:2]1[CH:7]=[C:6]([CH3:8])[C:5]([O:9][CH3:10])=[CH:4][C:3]=1[NH2:11], predict the reactants needed to synthesize it. The reactants are: [F:1][C:2]1[CH:7]=[C:6]([CH3:8])[C:5]([O:9][CH3:10])=[CH:4][C:3]=1[N+:11]([O-])=O.[H][H]. (6) Given the product [C:20]([C:11]1[C:12]2[O:16][CH2:15][C:14]([CH3:17])([CH3:18])[C:13]=2[CH:19]=[C:9]([Br:8])[CH:10]=1)(=[O:27])[C:21]1[CH:26]=[CH:25][CH:24]=[CH:23][CH:22]=1, predict the reactants needed to synthesize it. The reactants are: [Cl-].[Al+3].[Cl-].[Cl-].ClCCl.[Br:8][C:9]1[CH:10]=[CH:11][C:12]2[O:16][CH2:15][C:14]([CH3:18])([CH3:17])[C:13]=2[CH:19]=1.[C:20](Cl)(=[O:27])[C:21]1[CH:26]=[CH:25][CH:24]=[CH:23][CH:22]=1. (7) Given the product [CH3:30][S:27]([N:18]1[C:19]2[C:24](=[CH:23][C:22]([O:25][CH3:26])=[CH:21][CH:20]=2)[C:16]([CH2:14][OH:13])=[C:17]1[CH3:31])(=[O:29])=[O:28], predict the reactants needed to synthesize it. The reactants are: [H-].C([Al+]CC(C)C)C(C)C.C([O:13][C:14]([C:16]1[C:24]2[C:19](=[CH:20][CH:21]=[C:22]([O:25][CH3:26])[CH:23]=2)[N:18]([S:27]([CH3:30])(=[O:29])=[O:28])[C:17]=1[CH3:31])=O)C. (8) Given the product [F:40][C:39]([F:42])([F:41])[C:37]([OH:43])=[O:38].[C:2]([NH:5][C:6]1[CH:33]=[CH:32][CH:31]=[CH:30][C:7]=1[O:8][CH2:9][CH:10]([OH:29])[CH2:11][N:12]1[CH2:16][C@@H:15]([O:17][C:18]2[CH:23]=[CH:22][C:21]([Cl:24])=[CH:20][CH:19]=2)[CH2:14][C@H:13]1[C:25]([OH:27])=[O:26])(=[O:4])[CH3:3], predict the reactants needed to synthesize it. The reactants are: Cl.[C:2]([NH:5][C:6]1[CH:33]=[CH:32][CH:31]=[CH:30][C:7]=1[O:8][CH2:9][CH:10]([OH:29])[CH2:11][N:12]1[CH2:16][C@@H:15]([O:17][C:18]2[CH:23]=[CH:22][C:21]([Cl:24])=[CH:20][CH:19]=2)[CH2:14][C@H:13]1[C:25]([O:27]C)=[O:26])(=[O:4])[CH3:3].O.[OH-].[Li+].[C:37]([OH:43])([C:39]([F:42])([F:41])[F:40])=[O:38]. (9) Given the product [Cl:15][C:16]1[CH:24]=[C:23]2[C:19]([C:20]([CH2:25][CH2:26][CH2:27][N:12]3[CH2:13][CH2:14][N:9]([C:3]4[CH:4]=[CH:5][CH:6]=[C:7]([Cl:8])[C:2]=4[Cl:1])[CH2:10][CH2:11]3)=[CH:21][NH:22]2)=[CH:18][CH:17]=1, predict the reactants needed to synthesize it. The reactants are: [Cl:1][C:2]1[C:7]([Cl:8])=[CH:6][CH:5]=[CH:4][C:3]=1[N:9]1[CH2:14][CH2:13][NH:12][CH2:11][CH2:10]1.[Cl:15][C:16]1[CH:24]=[C:23]2[C:19]([C:20]([CH2:25][CH2:26][CH2:27]I)=[CH:21][NH:22]2)=[CH:18][CH:17]=1.